Dataset: Forward reaction prediction with 1.9M reactions from USPTO patents (1976-2016). Task: Predict the product of the given reaction. Given the reactants FC(F)(F)[C:3]([C:5]1[C:13]2[C:8](=[CH:9][C:10]([N+:14]([O-:16])=[O:15])=[CH:11][CH:12]=2)[N:7]([CH3:17])[CH:6]=1)=[O:4].[OH-:20].[Na+], predict the reaction product. The product is: [CH3:17][N:7]1[C:8]2[C:13](=[CH:12][CH:11]=[C:10]([N+:14]([O-:16])=[O:15])[CH:9]=2)[C:5]([C:3]([OH:4])=[O:20])=[CH:6]1.